This data is from Catalyst prediction with 721,799 reactions and 888 catalyst types from USPTO. The task is: Predict which catalyst facilitates the given reaction. (1) Reactant: [CH3:1][C:2]1[CH:7]=[CH:6][C:5]([S:8]([N:11]2[CH2:16][CH2:15][C:14]3[O:17][C:18]([C:20](O)=[O:21])=[CH:19][C:13]=3[CH2:12]2)(=[O:10])=[O:9])=[CH:4][CH:3]=1.CCN(CC)CC.CCN=C=NCCCN(C)C.[CH:41]1[CH:42]=[CH:43][C:44]2[N:49](O)N=[N:47][C:45]=2[CH:46]=1.C1(N)C=CC=CC=1N. The catalyst class is: 3. Product: [NH2:47][C:45]1[CH:46]=[CH:41][CH:42]=[CH:43][C:44]=1[NH:49][C:20]([C:18]1[O:17][C:14]2[CH2:15][CH2:16][N:11]([S:8]([C:5]3[CH:6]=[CH:7][C:2]([CH3:1])=[CH:3][CH:4]=3)(=[O:10])=[O:9])[CH2:12][C:13]=2[CH:19]=1)=[O:21]. (2) Reactant: [NH2:1][C:2]1[CH:3]=[C:4]([SH:8])[CH:5]=[CH:6][CH:7]=1.Cl[CH2:10][C:11]1[CH:16]=[CH:15][C:14]([C:17]2[CH:22]=[CH:21][CH:20]=[CH:19][CH:18]=2)=[CH:13][CH:12]=1. Product: [C:17]1([C:14]2[CH:13]=[CH:12][C:11]([CH2:10][S:8][C:4]3[CH:3]=[C:2]([NH2:1])[CH:7]=[CH:6][CH:5]=3)=[CH:16][CH:15]=2)[CH:18]=[CH:19][CH:20]=[CH:21][CH:22]=1. The catalyst class is: 521. (3) Product: [CH2:15]([O:3][CH2:4][CH2:5][C:6]1([CH2:12][CH2:13][OH:14])[CH2:7][CH2:8][CH2:9][CH2:10][CH2:11]1)[C:16]1[CH:21]=[CH:20][CH:19]=[CH:18][CH:17]=1. Reactant: [H-].[Na+].[OH:3][CH2:4][CH2:5][C:6]1([CH2:12][CH2:13][OH:14])[CH2:11][CH2:10][CH2:9][CH2:8][CH2:7]1.[CH2:15](Br)[C:16]1[CH:21]=[CH:20][CH:19]=[CH:18][CH:17]=1.Cl. The catalyst class is: 35. (4) Reactant: [Cl:1][C:2]1[CH:3]=[C:4]([CH:7]=[C:8]([CH:10]=O)[CH:9]=1)[C:5]#[N:6].ClC1C=C(C=C(CO)C=1)C#N.[Cr](Cl)([O-])(=O)=O.[NH+]1C=CC=CC=1. Product: [Cl:1][C:2]1[CH:3]=[C:4]([CH:7]=[C:8]([CH3:10])[CH:9]=1)[C:5]#[N:6]. The catalyst class is: 363. (5) Reactant: [OH:1][CH2:2][CH2:3][N:4]1[CH2:9][CH2:8][N:7]([C:10]2[C:19]3[C:14](=[CH:15][CH:16]=[C:17]([C:20]([OH:22])=O)[CH:18]=3)[N:13]=[C:12]([C:23]([F:26])([F:25])[F:24])[CH:11]=2)[CH2:6][CH2:5]1.F[P-](F)(F)(F)(F)F.C[N+](C)=C(N(C)C)ON1C2N=CC=CC=2N=N1.C(N(CC)C(C)C)(C)C.Cl.[NH2:61][C@@H:62]([C:64]1[C:69]([F:70])=[CH:68][C:67]([NH:71][S:72]([CH3:75])(=[O:74])=[O:73])=[C:66]([CH3:76])[CH:65]=1)[CH3:63].C([O-])(O)=O.[Na+]. Product: [F:70][C:69]1[CH:68]=[C:67]([NH:71][S:72]([CH3:75])(=[O:74])=[O:73])[C:66]([CH3:76])=[CH:65][C:64]=1[C@H:62]([NH:61][C:20]([C:17]1[CH:18]=[C:19]2[C:14](=[CH:15][CH:16]=1)[N:13]=[C:12]([C:23]([F:24])([F:25])[F:26])[CH:11]=[C:10]2[N:7]1[CH2:6][CH2:5][N:4]([CH2:3][CH2:2][OH:1])[CH2:9][CH2:8]1)=[O:22])[CH3:63]. The catalyst class is: 468. (6) Reactant: [F:1][C:2]1[CH:9]=[C:8](F)[CH:7]=[C:6]([F:11])[C:3]=1[C:4]#[N:5].[OH:12][CH:13]1[CH2:18][CH2:17][NH:16][CH2:15][CH2:14]1. Product: [F:1][C:2]1[CH:9]=[C:8]([N:16]2[CH2:17][CH2:18][CH:13]([OH:12])[CH2:14][CH2:15]2)[CH:7]=[C:6]([F:11])[C:3]=1[C:4]#[N:5]. The catalyst class is: 5. (7) Reactant: [CH2:1]([O:3][C:4]1[CH:13]=[C:12]2[C:7]([C:8]([NH:17][C:18]3[CH:23]=[CH:22][C:21]([CH2:24][CH3:25])=[CH:20][CH:19]=3)=[C:9]([C:14]([NH2:16])=[O:15])[CH:10]=[N:11]2)=[CH:6][C:5]=1[CH2:26][CH2:27][CH2:28][O:29]C1CCCCO1)[CH3:2].Cl.CO. Product: [CH2:1]([O:3][C:4]1[CH:13]=[C:12]2[C:7]([C:8]([NH:17][C:18]3[CH:19]=[CH:20][C:21]([CH2:24][CH3:25])=[CH:22][CH:23]=3)=[C:9]([C:14]([NH2:16])=[O:15])[CH:10]=[N:11]2)=[CH:6][C:5]=1[CH2:26][CH2:27][CH2:28][OH:29])[CH3:2]. The catalyst class is: 12. (8) Reactant: [Na].CO.C([O:7][CH2:8][CH2:9][CH:10]([C:28]([F:31])([F:30])[F:29])[CH2:11][CH:12]([C:24]([F:27])([F:26])[F:25])[CH2:13][C:14]([F:23])([C:19]([F:22])([F:21])[F:20])[C:15]([F:18])([F:17])[F:16])(=O)C.Cl. Product: [F:23][C:14]([C:19]([F:20])([F:21])[F:22])([C:15]([F:16])([F:17])[F:18])[CH2:13][CH:12]([C:24]([F:25])([F:27])[F:26])[CH2:11][CH:10]([C:28]([F:31])([F:30])[F:29])[CH2:9][CH2:8][OH:7]. The catalyst class is: 809. (9) Reactant: CC(C)([O-])C.[K+].[F:7]/[C:8](/[C:21]1[CH:25]=[C:24]([CH3:26])[NH:23][N:22]=1)=[CH:9]\[C:10]1[CH:15]=[CH:14][C:13]([O:16][C:17]([F:20])([F:19])[F:18])=[CH:12][CH:11]=1.[Br:27][C:28]1[CH:33]=[CH:32][CH:31]=[C:30]([CH2:34]Br)[CH:29]=1.O. Product: [Br:27][C:28]1[CH:29]=[C:30]([CH:31]=[CH:32][CH:33]=1)[CH2:34][N:23]1[C:24]([CH3:26])=[CH:25][C:21](/[C:8](/[F:7])=[CH:9]/[C:10]2[CH:11]=[CH:12][C:13]([O:16][C:17]([F:20])([F:19])[F:18])=[CH:14][CH:15]=2)=[N:22]1. The catalyst class is: 56. (10) Reactant: [NH2:1][C:2]1[CH:24]=[CH:23][C:5]([C:6]2[O:7][C:8]3[C:13]([C:14](=[O:16])[CH:15]=2)=[C:12]([O:17][CH3:18])[C:11]([O:19][CH3:20])=[C:10]([O:21][CH3:22])[CH:9]=3)=[CH:4][CH:3]=1.N1C=CC=CC=1.[CH3:31][S:32](Cl)(=[O:34])=[O:33].C([O-])(O)=O.[Na+]. Product: [CH3:31][S:32]([NH:1][C:2]1[CH:3]=[CH:4][C:5]([C:6]2[O:7][C:8]3[C:13]([C:14](=[O:16])[CH:15]=2)=[C:12]([O:17][CH3:18])[C:11]([O:19][CH3:20])=[C:10]([O:21][CH3:22])[CH:9]=3)=[CH:23][CH:24]=1)(=[O:34])=[O:33]. The catalyst class is: 2.